From a dataset of Forward reaction prediction with 1.9M reactions from USPTO patents (1976-2016). Predict the product of the given reaction. (1) Given the reactants [F:1][C:2]1[CH:34]=[CH:33][C:5]([CH2:6][CH2:7][C:8]2[CH:16]=[CH:15][C:14]([O:17][CH:18]([C:26]3[CH:31]=[CH:30][C:29]([F:32])=[CH:28][CH:27]=3)[CH2:19][C:20]3[N:24]([CH3:25])[CH:23]=[N:22][CH:21]=3)=[CH:13][C:9]=2[C:10]([O-:12])=[O:11])=[CH:4][CH:3]=1.[OH-].[Na+].CO, predict the reaction product. The product is: [F:1][C:2]1[CH:34]=[CH:33][C:5]([CH2:6][CH2:7][C:8]2[CH:16]=[CH:15][C:14]([O:17][CH:18]([C:26]3[CH:27]=[CH:28][C:29]([F:32])=[CH:30][CH:31]=3)[CH2:19][C:20]3[N:24]([CH3:25])[CH:23]=[N:22][CH:21]=3)=[CH:13][C:9]=2[C:10]([OH:12])=[O:11])=[CH:4][CH:3]=1. (2) Given the reactants Br[C:2]1[CH:3]=[CH:4][C:5]2[C:6]3[N:14]=[C:13]([N:15]4[CH2:20][CH2:19][NH:18][CH2:17][CH2:16]4)[N:12]=[C:11]([O:21][CH2:22][CH3:23])[C:7]=3[NH:8][C:9]=2[CH:10]=1.CC1(C)C(C)(C)OB([C:32]2[CH:37]=[CH:36][N:35]=[CH:34][CH:33]=2)O1.[O-]P([O-])([O-])=O.[K+].[K+].[K+].COC1C=CC=C(OC)C=1C1C=CC=CC=1P(C1CCCCC1)C1CCCCC1, predict the reaction product. The product is: [CH2:22]([O:21][C:11]1[C:7]2[NH:8][C:9]3[CH:10]=[C:2]([C:32]4[CH:37]=[CH:36][N:35]=[CH:34][CH:33]=4)[CH:3]=[CH:4][C:5]=3[C:6]=2[N:14]=[C:13]([N:15]2[CH2:20][CH2:19][NH:18][CH2:17][CH2:16]2)[N:12]=1)[CH3:23]. (3) The product is: [OH:17][CH2:16][C:15]1[CH:20]=[C:11]([CH2:10][N:8]([CH3:9])[C:6](=[O:7])[O:5][C:1]([CH3:2])([CH3:3])[CH3:4])[CH:12]=[N:13][CH:14]=1. Given the reactants [C:1]([O:5][C:6]([N:8]([CH2:10][C:11]1[CH:12]=[N:13][CH:14]=[C:15]([CH:20]=1)[C:16](OC)=[O:17])[CH3:9])=[O:7])([CH3:4])([CH3:3])[CH3:2].[Li+].[BH4-], predict the reaction product.